From a dataset of Reaction yield outcomes from USPTO patents with 853,638 reactions. Predict the reaction yield, written as a fraction of the theoretical maximum amount of product (1.0 means a 100% yield; for example, 0.34 means a 34% yield). (1) The reactants are FC(F)(F)S(OS(C(F)(F)F)(=O)=O)(=O)=O.[CH2:16](O)[C:17]1[CH:22]=[CH:21][CH:20]=[CH:19][CH:18]=1.C(C1C=CC=C(C(C)(C)C)N=1)(C)(C)C.[O-]S(C(F)(F)F)(=O)=O.C([N:65]1[CH:69]=[C:68]([CH:70]=[O:71])[N:67]=[CH:66]1)(C1C=CC=CC=1)(C1C=CC=CC=1)C1C=CC=CC=1. The catalyst is C(Cl)Cl. The product is [CH:70]([C:68]1[N:67]([CH2:16][C:17]2[CH:22]=[CH:21][CH:20]=[CH:19][CH:18]=2)[CH:66]=[N:65][CH:69]=1)=[O:71]. The yield is 0.560. (2) The product is [F:1][C:2]1[CH:7]=[C:6]([N:8]2[CH:13]=[CH:12][CH:11]=[CH:10][C:9]2=[O:14])[CH:5]=[CH:4][C:3]=1[CH2:15][C:20]([C:22]1[N:26]([C:27]2[CH:28]=[CH:29][C:30]([O:33][CH3:34])=[CH:31][CH:32]=2)[N:25]=[C:24]([C:35]([F:38])([F:37])[F:36])[CH:23]=1)=[O:21]. The yield is 0.520. The reactants are [F:1][C:2]1[CH:7]=[C:6]([N:8]2[CH:13]=[CH:12][CH:11]=[CH:10][C:9]2=[O:14])[CH:5]=[CH:4][C:3]=1[CH:15]([C:20]([C:22]1[N:26]([C:27]2[CH:32]=[CH:31][C:30]([O:33][CH3:34])=[CH:29][CH:28]=2)[N:25]=[C:24]([C:35]([F:38])([F:37])[F:36])[CH:23]=1)=[O:21])C(OC)=O.S(O)(O)(=O)=O. The catalyst is CO. (3) The reactants are C([Li])(C)(C)C.[C:6]([O:10][C:11]([N:13]1[CH:22]2[CH2:23][CH2:24][CH:14]1[C:15]1[CH:16]=[C:17]([NH:25][C:26]([O:28][C:29]([CH3:32])([CH3:31])[CH3:30])=[O:27])[CH:18]=[CH:19][C:20]=1[CH2:21]2)=[O:12])([CH3:9])([CH3:8])[CH3:7].B(OC)(OC)[O:34]C.OO.Cl. The catalyst is C1COCC1.CO. The product is [C:6]([O:10][C:11]([N:13]1[CH:22]2[CH2:23][CH2:24][CH:14]1[C:15]1[C:16]([OH:34])=[C:17]([NH:25][C:26]([O:28][C:29]([CH3:32])([CH3:31])[CH3:30])=[O:27])[CH:18]=[CH:19][C:20]=1[CH2:21]2)=[O:12])([CH3:9])([CH3:8])[CH3:7]. The yield is 0.550. (4) The reactants are CO[C:3](=[O:25])[C:4]1[CH:9]=[CH:8][C:7]([NH:10][CH2:11][C:12]2[C:13]([C:18]3[CH:23]=[CH:22][C:21]([F:24])=[CH:20][CH:19]=3)=[N:14][O:15][C:16]=2[CH3:17])=[N:6][CH:5]=1.[NH2:26][CH:27]1[CH2:32][CH2:31][O:30][CH2:29][CH2:28]1. No catalyst specified. The product is [F:24][C:21]1[CH:22]=[CH:23][C:18]([C:13]2[C:12]([CH2:11][NH:10][C:7]3[CH:8]=[CH:9][C:4]([C:3]([NH:26][CH:27]4[CH2:32][CH2:31][O:30][CH2:29][CH2:28]4)=[O:25])=[CH:5][N:6]=3)=[C:16]([CH3:17])[O:15][N:14]=2)=[CH:19][CH:20]=1. The yield is 0.820. (5) The reactants are [C:1]1([C:7]2[S:11][C:10]([CH:12]=[O:13])=[CH:9][CH:8]=2)[CH:6]=[CH:5][CH:4]=[CH:3][CH:2]=1.[OH:14]P([O-])(O)=O.[K+].[O-]Cl=O.[Na+].[OH-].[Na+]. The catalyst is C1COCC1.CC(O)(C)C.O. The product is [C:1]1([C:7]2[S:11][C:10]([C:12]([OH:14])=[O:13])=[CH:9][CH:8]=2)[CH:2]=[CH:3][CH:4]=[CH:5][CH:6]=1. The yield is 0.510. (6) The reactants are C([O:3][C:4](=[O:30])[C:5]([CH3:29])([O:7][C:8]1[CH:13]=[CH:12][C:11]([O:14][CH2:15][CH2:16][C:17]2[N:18]=[C:19]([C:23]3[CH:28]=[CH:27][CH:26]=[CH:25][CH:24]=3)[O:20][C:21]=2[CH3:22])=[CH:10][CH:9]=1)[CH3:6])C.[OH-].[Na+]. The catalyst is CO. The product is [CH3:29][C:5]([O:7][C:8]1[CH:9]=[CH:10][C:11]([O:14][CH2:15][CH2:16][C:17]2[N:18]=[C:19]([C:23]3[CH:24]=[CH:25][CH:26]=[CH:27][CH:28]=3)[O:20][C:21]=2[CH3:22])=[CH:12][CH:13]=1)([CH3:6])[C:4]([OH:30])=[O:3]. The yield is 0.750. (7) The reactants are [C:1]1([CH2:7][O:8][C:9]2[CH:10]=[C:11]([CH2:15][CH2:16][NH2:17])[CH:12]=[CH:13][CH:14]=2)[CH:6]=[CH:5][CH:4]=[CH:3][CH:2]=1.[OH:18][C:19]1[CH:24]=[CH:23][C:22]([CH2:25][C:26](O)=[O:27])=[CH:21][CH:20]=1.C(N(CC)C(C)C)(C)C.CCN=C=NCCCN(C)C. The catalyst is CN(C=O)C.O. The product is [OH:18][C:19]1[CH:24]=[CH:23][C:22]([CH2:25][C:26]([NH:17][CH2:16][CH2:15][C:11]2[CH:12]=[CH:13][CH:14]=[C:9]([O:8][CH2:7][C:1]3[CH:2]=[CH:3][CH:4]=[CH:5][CH:6]=3)[CH:10]=2)=[O:27])=[CH:21][CH:20]=1. The yield is 0.560. (8) The reactants are Cl[C:2]1[CH:11]=[C:10]([CH2:12][F:13])[C:9]2[C:4](=[C:5]([F:14])[CH:6]=[CH:7][CH:8]=2)[N:3]=1.[CH3:15][O:16][Na]. The catalyst is CO.CCOC(C)=O. The product is [F:14][C:5]1[CH:6]=[CH:7][CH:8]=[C:9]2[C:4]=1[N:3]=[C:2]([O:16][CH3:15])[CH:11]=[C:10]2[CH2:12][F:13]. The yield is 0.880. (9) The catalyst is C(Cl)Cl.O1CCOCC1. The reactants are [C:1]([C:3]1[CH:4]=[CH:5][C:6]([O:25][C:26]2[CH:31]=[C:30]([CH3:32])[CH:29]=[C:28]([CH3:33])[CH:27]=2)=[C:7]([S:9]([N:12]2[CH2:17][CH2:16][N:15](C(OC(C)(C)C)=O)[CH2:14][CH2:13]2)(=[O:11])=[O:10])[CH:8]=1)#[N:2].[ClH:34]. The yield is 0.496. The product is [ClH:34].[CH3:32][C:30]1[CH:31]=[C:26]([CH:27]=[C:28]([CH3:33])[CH:29]=1)[O:25][C:6]1[CH:5]=[CH:4][C:3]([C:1]#[N:2])=[CH:8][C:7]=1[S:9]([N:12]1[CH2:17][CH2:16][NH:15][CH2:14][CH2:13]1)(=[O:11])=[O:10].